This data is from Full USPTO retrosynthesis dataset with 1.9M reactions from patents (1976-2016). The task is: Predict the reactants needed to synthesize the given product. (1) Given the product [CH3:46][O:45][C:27]1[CH:28]=[C:29]([N:32]2[CH2:37][CH2:36][NH:35][CH2:34][CH2:33]2)[CH:30]=[CH:31][C:26]=1[NH:25][C:23]1[C:17]2[C:18](=[O:22])[NH:19][N:20]=[CH:21][C:16]=2[CH:15]=[C:14]([NH:13][C:8]2[CH:9]=[CH:10][CH:11]=[CH:12][C:7]=2[S:4]([CH:1]([CH3:3])[CH3:2])(=[O:6])=[O:5])[N:24]=1.[F:47][C:48]([F:53])([F:52])[C:49]([O-:51])=[O:50], predict the reactants needed to synthesize it. The reactants are: [CH:1]([S:4]([C:7]1[CH:12]=[CH:11][CH:10]=[CH:9][C:8]=1[NH:13][C:14]1[N:24]=[C:23]([NH:25][C:26]2[CH:31]=[CH:30][C:29]([N:32]3[CH2:37][CH2:36][N:35](C(OC(C)(C)C)=O)[CH2:34][CH2:33]3)=[CH:28][C:27]=2[O:45][CH3:46])[C:17]2[C:18](=[O:22])[NH:19][N:20]=[CH:21][C:16]=2[CH:15]=1)(=[O:6])=[O:5])([CH3:3])[CH3:2].[F:47][C:48]([F:53])([F:52])[C:49]([OH:51])=[O:50]. (2) Given the product [N:18]1([S:15]([N:12]2[CH2:11][CH2:43][C:48]3[N:49]=[C:41]([C:38]4[CH:37]=[CH:36][C:35]([O:34][C@H:32]5[CH2:33][C@H:30]([N:24]6[CH2:29][CH2:28][CH2:27][CH2:26][CH2:25]6)[CH2:31]5)=[CH:40][CH:39]=4)[S:42][C:14]=3[CH2:13]2)(=[O:16])=[O:17])[CH2:19][CH2:20][O:21][CH2:22][CH2:23]1, predict the reactants needed to synthesize it. The reactants are: FC(F)(F)S([O-])(=O)=O.C[N+]1[CH:14]=[CH:13][N:12]([S:15]([N:18]2[CH2:23][CH2:22][O:21][CH2:20][CH2:19]2)(=[O:17])=[O:16])[CH:11]=1.[N:24]1([C@H:30]2[CH2:33][C@H:32]([O:34][C:35]3[CH:40]=[CH:39][C:38]([C:41]4[S:42][C:43]5CNCC[C:48]=5[N:49]=4)=[CH:37][CH:36]=3)[CH2:31]2)[CH2:29][CH2:28][CH2:27][CH2:26][CH2:25]1. (3) The reactants are: [CH2:1]([O:3][C:4](=[O:18])[CH:5]([O:15][CH2:16][CH3:17])[CH2:6][C:7]1[CH:12]=[CH:11][C:10]([OH:13])=[C:9]([F:14])[CH:8]=1)[CH3:2].[C:19]([C:23]1[CH:28]=[CH:27][C:26]([C:29]2[S:30][C:31]([CH2:35]O)=[C:32]([CH3:34])[N:33]=2)=[CH:25][CH:24]=1)([CH3:22])([CH3:21])[CH3:20].C1(P(C2C=CC=CC=2)C2C=CC=CC=2)C=CC=CC=1.N(C(OCC)=O)=NC(OCC)=O. Given the product [CH2:1]([O:3][C:4](=[O:18])[CH:5]([O:15][CH2:16][CH3:17])[CH2:6][C:7]1[CH:12]=[CH:11][C:10]([O:13][CH2:35][C:31]2[S:30][C:29]([C:26]3[CH:27]=[CH:28][C:23]([C:19]([CH3:21])([CH3:20])[CH3:22])=[CH:24][CH:25]=3)=[N:33][C:32]=2[CH3:34])=[C:9]([F:14])[CH:8]=1)[CH3:2], predict the reactants needed to synthesize it.